Dataset: Forward reaction prediction with 1.9M reactions from USPTO patents (1976-2016). Task: Predict the product of the given reaction. (1) Given the reactants C[O:2][C:3]1[CH:4]=[C:5]([CH:14]=[CH:15][CH:16]=1)[CH2:6][C:7]1[CH:12]=[CH:11][CH:10]=[CH:9][C:8]=1[SH:13].[Al+3].[Cl-].[Cl-].[Cl-].[Li]CCCC.O, predict the reaction product. The product is: [SH:13][C:8]1[CH:9]=[CH:10][CH:11]=[CH:12][C:7]=1[CH2:6][C:5]1[CH:4]=[C:3]([OH:2])[CH:16]=[CH:15][CH:14]=1. (2) Given the reactants Cl[C:2]1[N:7]=[C:6]([NH:8][C:9]2[CH:14]=[CH:13][C:12]([O:15][CH3:16])=[CH:11][C:10]=2[NH:17][S:18]([CH3:21])(=[O:20])=[O:19])[C:5]([Cl:22])=[CH:4][N:3]=1.[NH2:23][C:24]1[CH:33]=[CH:32][C:27]([O:28][CH2:29][CH2:30][OH:31])=[CH:26][C:25]=1[O:34][CH3:35], predict the reaction product. The product is: [Cl:22][C:5]1[C:6]([NH:8][C:9]2[CH:14]=[CH:13][C:12]([O:15][CH3:16])=[CH:11][C:10]=2[NH:17][S:18]([CH3:21])(=[O:20])=[O:19])=[N:7][C:2]([NH:23][C:24]2[CH:33]=[CH:32][C:27]([O:28][CH2:29][CH2:30][OH:31])=[CH:26][C:25]=2[O:34][CH3:35])=[N:3][CH:4]=1. (3) Given the reactants [C:1]([O:7][C:8]([CH3:11])([CH3:10])[CH3:9])(=[O:6])[CH2:2][C:3]([CH3:5])=O.[Cl:12][C:13]1[CH:20]=[CH:19][CH:18]=[CH:17][C:14]=1[CH:15]=O.[NH4+:21].[OH-:22], predict the reaction product. The product is: [Cl:12][C:13]1[CH:20]=[CH:19][CH:18]=[CH:17][C:14]=1[CH:15]1[C:2]([C:1]([O:7][C:8]([CH3:11])([CH3:10])[CH3:9])=[O:6])=[C:3]([CH3:5])[NH:21][C:3]([CH3:5])=[C:2]1[C:1]([O:7][C:8]([CH3:11])([CH3:10])[CH3:9])=[O:22]. (4) Given the reactants F[C:2]1[CH:7]=[CH:6][C:5]([N+:8]([O-:10])=[O:9])=[CH:4][C:3]=1[F:11].[C:12]([C:14]([C:17]1[CH:18]=[C:19]([CH:31]=[CH:32][CH:33]=1)[C:20]([NH:22][C:23]1[CH:28]=[C:27]([OH:29])[CH:26]=[CH:25][C:24]=1C)=[O:21])([CH3:16])[CH3:15])#[N:13].C(=O)([O-])[O-].[K+].[K+], predict the reaction product. The product is: [C:12]([C:14]([C:17]1[CH:18]=[C:19]([CH:31]=[CH:32][CH:33]=1)[C:20]([NH:22][C:23]1[CH:24]=[CH:25][CH:26]=[C:27]([O:29][C:2]2[CH:7]=[CH:6][C:5]([N+:8]([O-:10])=[O:9])=[CH:4][C:3]=2[F:11])[CH:28]=1)=[O:21])([CH3:16])[CH3:15])#[N:13]. (5) Given the reactants [F:1][C:2]([F:38])([F:37])[C:3]1[CH:4]=[C:5]([C@H:13]([O:15][C@H:16]2[CH2:24][N:23]3[C@@H:18]([CH2:19][CH:20]([C:26]([O:28]C)=[O:27])[CH2:21][C:22]3=[O:25])[C@@H:17]2[C:30]2[CH:35]=[CH:34][C:33]([F:36])=[CH:32][CH:31]=2)[CH3:14])[CH:6]=[C:7]([C:9]([F:12])([F:11])[F:10])[CH:8]=1.O[Li].O, predict the reaction product. The product is: [F:38][C:2]([F:1])([F:37])[C:3]1[CH:4]=[C:5]([C@H:13]([O:15][C@H:16]2[CH2:24][N:23]3[C@@H:18]([CH2:19][CH:20]([C:26]([OH:28])=[O:27])[CH2:21][C:22]3=[O:25])[C@@H:17]2[C:30]2[CH:35]=[CH:34][C:33]([F:36])=[CH:32][CH:31]=2)[CH3:14])[CH:6]=[C:7]([C:9]([F:10])([F:11])[F:12])[CH:8]=1. (6) Given the reactants [C:1]([O:4][C@@H:5]1[C:22](=[O:23])[CH2:21][CH2:20][C@@:19]2([CH3:24])[C:6]1=[CH:7][CH2:8][C@@H:9]1[C@@H:18]2[CH2:17][CH2:16][C@@:14]2([CH3:15])[C@H:10]1[CH2:11][CH2:12][C:13]2=[O:25])(=[O:3])[CH3:2].[BH4-].[Na+], predict the reaction product. The product is: [C:1]([O:4][C@@H:5]1[CH:22]([OH:23])[CH2:21][CH2:20][C@@:19]2([CH3:24])[C:6]1=[CH:7][CH2:8][C@@H:9]1[C@@H:18]2[CH2:17][CH2:16][C@@:14]2([CH3:15])[C@H:10]1[CH2:11][CH2:12][C@@H:13]2[OH:25])(=[O:3])[CH3:2]. (7) Given the reactants C([C@H](NC(=O)C1C=C(C2C=CC=CC=2)C=C(N2CCCC2=O)C=1)[C@@H](O)C[C@H](C(=O)NCCC(C)(C)C)C)C1C=CC=CC=1.[C@@H:44]([O:48][C:49]1[CH:50]=[C:51]([CH:55]=[C:56]([N:58]2[CH2:62][CH2:61][CH2:60][C:59]2=[O:63])[CH:57]=1)[C:52]([OH:54])=O)([CH2:46][CH3:47])[CH3:45].[CH:64]12[CH2:70][CH:67]([CH2:68][CH2:69]1)[CH2:66][CH:65]2[NH:71][C:72](=[O:87])[C@H:73]([CH3:86])[CH2:74][C@H:75]([OH:85])[C@@H:76]([NH2:84])[CH2:77][C:78]1[CH:83]=[CH:82][CH:81]=[CH:80][CH:79]=1, predict the reaction product. The product is: [CH2:77]([C@H:76]([NH:84][C:52](=[O:54])[C:51]1[CH:55]=[C:56]([N:58]2[CH2:62][CH2:61][CH2:60][C:59]2=[O:63])[CH:57]=[C:49]([O:48][C@H:44]([CH2:46][CH3:47])[CH3:45])[CH:50]=1)[C@@H:75]([OH:85])[CH2:74][C@H:73]([C:72](=[O:87])[NH:71][CH:65]1[CH2:66][CH:67]2[CH2:70][CH:64]1[CH2:69][CH2:68]2)[CH3:86])[C:78]1[CH:79]=[CH:80][CH:81]=[CH:82][CH:83]=1.